This data is from Peptide-MHC class II binding affinity with 134,281 pairs from IEDB. The task is: Regression. Given a peptide amino acid sequence and an MHC pseudo amino acid sequence, predict their binding affinity value. This is MHC class II binding data. (1) The peptide sequence is HGGTWVSATLEQDKC. The MHC is DRB1_0301 with pseudo-sequence DRB1_0301. The binding affinity (normalized) is 0.345. (2) The peptide sequence is NISGYNFSLGAAVKA. The MHC is DRB1_1101 with pseudo-sequence DRB1_1101. The binding affinity (normalized) is 0.355. (3) The peptide sequence is INEPTAAAIAYGPDR. The MHC is HLA-DQA10401-DQB10402 with pseudo-sequence HLA-DQA10401-DQB10402. The binding affinity (normalized) is 0.459. (4) The peptide sequence is EKKYFAATQFVPLAA. The MHC is HLA-DPA10201-DPB10101 with pseudo-sequence HLA-DPA10201-DPB10101. The binding affinity (normalized) is 0.998. (5) The peptide sequence is FDREFTFGWDELLSK. The MHC is HLA-DQA10101-DQB10501 with pseudo-sequence HLA-DQA10101-DQB10501. The binding affinity (normalized) is 0.592. (6) The peptide sequence is ASSDITAQLSQLISL. The MHC is HLA-DQA10501-DQB10201 with pseudo-sequence HLA-DQA10501-DQB10201. The binding affinity (normalized) is 0.642.